This data is from Reaction yield outcomes from USPTO patents with 853,638 reactions. The task is: Predict the reaction yield, written as a fraction of the theoretical maximum amount of product (1.0 means a 100% yield; for example, 0.34 means a 34% yield). (1) The reactants are Cl.[F:2][C:3]1[CH:8]=[CH:7][C:6]([CH:9]([OH:23])[CH:10]([NH2:22])[CH2:11][C:12]2[CH:17]=[CH:16][C:15]([C:18]([F:21])([F:20])[F:19])=[CH:14][CH:13]=2)=[CH:5][CH:4]=1.[Cl:24][C:25]1[C:33]([Cl:34])=[CH:32][CH:31]=[CH:30][C:26]=1[C:27](Cl)=[O:28].C(=O)([O-])O.[Na+]. The catalyst is C(OCC)(=O)C.O. The product is [Cl:24][C:25]1[C:33]([Cl:34])=[CH:32][CH:31]=[CH:30][C:26]=1[C:27]([NH:22][CH:10]([CH2:11][C:12]1[CH:17]=[CH:16][C:15]([C:18]([F:21])([F:20])[F:19])=[CH:14][CH:13]=1)[CH:9]([C:6]1[CH:5]=[CH:4][C:3]([F:2])=[CH:8][CH:7]=1)[OH:23])=[O:28]. The yield is 0.770. (2) The reactants are [Br:1]N1C(=O)CCC1=O.[Cl:9][C:10]1[CH:15]=[CH:14][N:13]=[C:12]([NH2:16])[CH:11]=1. The catalyst is C(#N)C. The product is [Br:1][C:15]1[C:10]([Cl:9])=[CH:11][C:12]([NH2:16])=[N:13][CH:14]=1. The yield is 0.830. (3) The reactants are [NH2:1][CH2:2][C:3]1[CH:4]=[C:5]([C:9]2[N:10]([CH3:21])[C:11]3[C:16]([C:17]=2[C:18]#[N:19])=[CH:15][CH:14]=[C:13]([Cl:20])[CH:12]=3)[CH:6]=[N:7][CH:8]=1.[CH:22]([S:25](Cl)(=[O:27])=[O:26])([CH3:24])[CH3:23].C(N(CC)CC)C. The catalyst is ClCCl. The product is [NH4+:1].[OH-:26].[Cl:20][C:13]1[CH:12]=[C:11]2[C:16]([C:17]([C:18]#[N:19])=[C:9]([C:5]3[CH:4]=[C:3]([CH2:2][NH:1][S:25]([CH:22]([CH3:24])[CH3:23])(=[O:27])=[O:26])[CH:8]=[N:7][CH:6]=3)[N:10]2[CH3:21])=[CH:15][CH:14]=1. The yield is 0.00100. (4) The reactants are Cl[C:2]1[C:11]2[C:6](=[CH:7][CH:8]=[CH:9][CH:10]=2)[CH:5]=[C:4]([C:12]2[CH:17]=[CH:16][CH:15]=[CH:14][C:13]=2[C:18]([F:21])([F:20])[F:19])[N:3]=1.[NH:22]1[CH:26]=[N:25][C:24]([NH2:27])=[N:23]1. The catalyst is C(O)C. The product is [NH:22]1[CH:26]=[N:25][C:24]([NH:27][C:2]2[C:11]3[C:6](=[CH:7][CH:8]=[CH:9][CH:10]=3)[CH:5]=[C:4]([C:12]3[CH:17]=[CH:16][CH:15]=[CH:14][C:13]=3[C:18]([F:21])([F:20])[F:19])[N:3]=2)=[N:23]1. The yield is 0.0400. (5) The reactants are Cl[CH2:2][C:3]([NH:5][C:6]1[N:7]=[C:8]2[CH:13]=[CH:12][C:11]([O:14][C:15]3[CH:16]=[C:17]([NH:21][C:22](=[O:34])[C:23]4[CH:28]=[CH:27][CH:26]=[C:25]([C:29]5([C:32]#[N:33])[CH2:31][CH2:30]5)[CH:24]=4)[CH:18]=[CH:19][CH:20]=3)=[N:10][N:9]2[CH:35]=1)=[O:4].[NH:36]1[CH2:41][CH2:40][O:39][CH2:38][CH2:37]1. The catalyst is C(#N)C. The product is [C:32]([C:29]1([C:25]2[CH:24]=[C:23]([CH:28]=[CH:27][CH:26]=2)[C:22]([NH:21][C:17]2[CH:18]=[CH:19][CH:20]=[C:15]([O:14][C:11]3[CH:12]=[CH:13][C:8]4[N:9]([CH:35]=[C:6]([NH:5][C:3](=[O:4])[CH2:2][N:36]5[CH2:41][CH2:40][O:39][CH2:38][CH2:37]5)[N:7]=4)[N:10]=3)[CH:16]=2)=[O:34])[CH2:31][CH2:30]1)#[N:33]. The yield is 0.790. (6) The reactants are C(OC([N:8]1[CH2:12][CH2:11][CH2:10][C@@H:9]1[CH2:13][O:14][C:15]1[CH:20]=[CH:19][C:18]([C:21](=[O:29])[CH2:22][C:23]2[CH:28]=[CH:27][CH:26]=[CH:25][CH:24]=2)=[CH:17][CH:16]=1)=O)(C)(C)C.Cl. The catalyst is O1CCOCC1. The product is [C:23]1([CH2:22][C:21]([C:18]2[CH:19]=[CH:20][C:15]([O:14][CH2:13][C@H:9]3[CH2:10][CH2:11][CH2:12][NH:8]3)=[CH:16][CH:17]=2)=[O:29])[CH:28]=[CH:27][CH:26]=[CH:25][CH:24]=1. The yield is 0.990. (7) The reactants are Cl[C:2]1[N:7]=[C:6]([O:8][CH3:9])[C:5]([N+:10]([O-:12])=[O:11])=[C:4]([O:13][CH3:14])[N:3]=1.C(N(CC)CC)C.[C:22]([O:26][C:27]([N:29]1[CH2:35][CH2:34][CH2:33][NH:32][CH2:31][CH2:30]1)=[O:28])([CH3:25])([CH3:24])[CH3:23]. The catalyst is C(O)C. The product is [C:22]([O:26][C:27]([N:29]1[CH2:35][CH2:34][CH2:33][N:32]([C:2]2[N:7]=[C:6]([O:8][CH3:9])[C:5]([N+:10]([O-:12])=[O:11])=[C:4]([O:13][CH3:14])[N:3]=2)[CH2:31][CH2:30]1)=[O:28])([CH3:25])([CH3:23])[CH3:24]. The yield is 1.00.